Dataset: Catalyst prediction with 721,799 reactions and 888 catalyst types from USPTO. Task: Predict which catalyst facilitates the given reaction. (1) Reactant: [CH3:1][O:2][C:3]1[CH:4]=[C:5]([NH:14][C:15](=[O:19])[C:16]([OH:18])=O)[CH:6]=[CH:7][C:8]=1[C:9]1[O:13][CH:12]=[N:11][CH:10]=1.[C:20]([NH2:24])([CH3:23])([CH3:22])[CH3:21].Cl.CN(C)CCCN=C=NCC.ON1C2N=CC=CC=2N=N1. Product: [C:20]([NH:24][C:16](=[O:18])[C:15]([NH:14][C:5]1[CH:6]=[CH:7][C:8]([C:9]2[O:13][CH:12]=[N:11][CH:10]=2)=[C:3]([O:2][CH3:1])[CH:4]=1)=[O:19])([CH3:23])([CH3:22])[CH3:21]. The catalyst class is: 42. (2) Reactant: [NH2:1][C@@H:2]1[CH2:7][CH2:6][CH2:5][N:4]([C:8]([O:10][C:11]([CH3:14])([CH3:13])[CH3:12])=[O:9])[CH2:3]1.F[C:16]1[C:17]([CH3:36])=[N:18][C:19]2[C:24]([N:25]=1)=[C:23]([C:26]1[NH:34][C:33]3[CH2:32][CH2:31][NH:30][C:29](=[O:35])[C:28]=3[CH:27]=1)[CH:22]=[CH:21][CH:20]=2. Product: [CH3:36][C:17]1[C:16]([NH:1][C@@H:2]2[CH2:7][CH2:6][CH2:5][N:4]([C:8]([O:10][C:11]([CH3:14])([CH3:13])[CH3:12])=[O:9])[CH2:3]2)=[N:25][C:24]2[C:19]([N:18]=1)=[CH:20][CH:21]=[CH:22][C:23]=2[C:26]1[NH:34][C:33]2[CH2:32][CH2:31][NH:30][C:29](=[O:35])[C:28]=2[CH:27]=1. The catalyst class is: 16. (3) Reactant: [CH:1]([C:4]1[CH:9]=[C:8]([O:10][CH3:11])[C:7]([CH3:12])=[CH:6][C:5]=1[OH:13])([CH3:3])[CH3:2].C(=O)([O-])[O-].[K+].[K+].Br[CH2:21][C:22]([O:24][CH2:25][CH3:26])=[O:23]. Product: [CH2:25]([O:24][C:22](=[O:23])[CH2:21][O:13][C:5]1[CH:6]=[C:7]([CH3:12])[C:8]([O:10][CH3:11])=[CH:9][C:4]=1[CH:1]([CH3:3])[CH3:2])[CH3:26]. The catalyst class is: 21. (4) Reactant: [Cl:1][C:2]1[CH:10]=[C:9]2[C:5]([CH2:6][C:7](=[O:11])[NH:8]2)=[N:4][CH:3]=1.[Cl:12][C:13]1[CH:14]=[C:15]([CH:18]=[CH:19][CH:20]=1)[CH:16]=O.N1CCCCC1. Product: [Cl:1][C:2]1[CH:10]=[C:9]2[NH:8][C:7](=[O:11])/[C:6](=[CH:16]\[C:15]3[CH:18]=[CH:19][CH:20]=[C:13]([Cl:12])[CH:14]=3)/[C:5]2=[N:4][CH:3]=1. The catalyst class is: 5. (5) Reactant: [C:1]([O:5][C:6](=[O:34])[NH:7][C:8]1[CH:13]=[C:12]([CH3:14])[C:11]([CH2:15][NH:16][C:17]([C:19]2[N:20]=[N:21][N:22]([CH2:24][C:25]3[CH:30]=[CH:29][C:28]([CH2:31]O)=[CH:27][CH:26]=3)[CH:23]=2)=[O:18])=[C:10]([CH3:33])[N:9]=1)([CH3:4])([CH3:3])[CH3:2].S(Cl)([Cl:37])=O.N1C=CC=CC=1.C(=O)(O)[O-]. The catalyst class is: 2. Product: [C:1]([O:5][C:6](=[O:34])[NH:7][C:8]1[CH:13]=[C:12]([CH3:14])[C:11]([CH2:15][NH:16][C:17]([C:19]2[N:20]=[N:21][N:22]([CH2:24][C:25]3[CH:30]=[CH:29][C:28]([CH2:31][Cl:37])=[CH:27][CH:26]=3)[CH:23]=2)=[O:18])=[C:10]([CH3:33])[N:9]=1)([CH3:4])([CH3:3])[CH3:2]. (6) Reactant: [Cl:1][C:2]1[N:7]2[N:8]=[C:9]([C:11]3[O:12][CH:13]=[CH:14][CH:15]=3)[CH:10]=[C:6]2[N:5]=[C:4]([CH3:16])[C:3]=1[CH2:17][C:18]([O:20][CH3:21])=[O:19].[Li+].C[Si]([N-][Si](C)(C)C)(C)C.I[CH2:33][CH2:34][CH3:35]. Product: [Cl:1][C:2]1[N:7]2[N:8]=[C:9]([C:11]3[O:12][CH:13]=[CH:14][CH:15]=3)[CH:10]=[C:6]2[N:5]=[C:4]([CH3:16])[C:3]=1[CH:17]([CH2:33][CH2:34][CH3:35])[C:18]([O:20][CH3:21])=[O:19]. The catalyst class is: 3. (7) Reactant: [CH3:1][O:2][C:3](=[O:22])[C:4]1[CH:9]=[CH:8][C:7]([N:10]2[CH2:15][CH2:14][N:13]([CH3:16])[CH2:12][CH2:11]2)=[C:6]([NH:17][CH2:18][CH2:19][O:20][CH3:21])[CH:5]=1.C=O.[BH3-][C:26]#N.[Na+]. Product: [CH3:1][O:2][C:3](=[O:22])[C:4]1[CH:9]=[CH:8][C:7]([N:10]2[CH2:11][CH2:12][N:13]([CH3:16])[CH2:14][CH2:15]2)=[C:6]([N:17]([CH2:18][CH2:19][O:20][CH3:21])[CH3:26])[CH:5]=1. The catalyst class is: 404. (8) Reactant: [Cl:1][C:2]1[C:3]([NH2:8])=[N:4][NH:5][C:6]=1[CH3:7].C([O-])([O-])=O.[K+].[K+].Cl[CH2:16][C:17]([N:19]1[CH2:24][CH2:23][N:22]([C:25]2[CH:30]=[CH:29][C:28]([F:31])=[CH:27][CH:26]=2)[CH2:21][CH2:20]1)=[O:18].CN(C=O)C. Product: [NH2:8][C:3]1[C:2]([Cl:1])=[C:6]([CH3:7])[N:5]([CH2:16][C:17]([N:19]2[CH2:20][CH2:21][N:22]([C:25]3[CH:30]=[CH:29][C:28]([F:31])=[CH:27][CH:26]=3)[CH2:23][CH2:24]2)=[O:18])[N:4]=1. The catalyst class is: 195. (9) Reactant: [F:1][C:2]([F:38])([F:37])[C:3]1[CH:32]=[C:31]([C:33]([F:36])([F:35])[F:34])[CH:30]=[CH:29][C:4]=1[CH2:5][O:6][C:7]1[CH:16]=[C:15]2[C:10]([CH:11]=[C:12]([CH2:17][N:18]3[CH:22]=[C:21]([C:23]([O:25]CC)=[O:24])[CH:20]=[N:19]3)[CH2:13][O:14]2)=[C:9]([F:28])[CH:8]=1.[OH-].[Na+].Cl. Product: [F:38][C:2]([F:1])([F:37])[C:3]1[CH:32]=[C:31]([C:33]([F:34])([F:35])[F:36])[CH:30]=[CH:29][C:4]=1[CH2:5][O:6][C:7]1[CH:16]=[C:15]2[C:10]([CH:11]=[C:12]([CH2:17][N:18]3[CH:22]=[C:21]([C:23]([OH:25])=[O:24])[CH:20]=[N:19]3)[CH2:13][O:14]2)=[C:9]([F:28])[CH:8]=1. The catalyst class is: 301.